Task: Predict the reactants needed to synthesize the given product.. Dataset: Full USPTO retrosynthesis dataset with 1.9M reactions from patents (1976-2016) (1) Given the product [Br:12][C:5]1[C:6]([CH2:7][C:8]([O:10][CH3:11])=[O:9])=[C:2]([C:20]2[CH:21]=[CH:22][C:17]([O:16][CH2:13][CH2:14][CH3:15])=[CH:18][CH:19]=2)[S:3][CH:4]=1, predict the reactants needed to synthesize it. The reactants are: Br[C:2]1[S:3][CH:4]=[C:5]([Br:12])[C:6]=1[CH2:7][C:8]([O:10][CH3:11])=[O:9].[CH2:13]([O:16][C:17]1[CH:22]=[CH:21][C:20](B(O)O)=[CH:19][CH:18]=1)[CH2:14][CH3:15].C([O-])([O-])=O.[K+].[K+].ClCCl. (2) Given the product [C:1]([C:3]1[C:4]([CH:15]2[CH2:16][CH2:17][CH2:18]2)=[CH:5][C:6]([CH2:13][CH3:14])=[C:7]([CH:12]=1)[C:8]([O:10][CH3:11])=[O:9])(=[S:25])[NH2:2], predict the reactants needed to synthesize it. The reactants are: [C:1]([C:3]1[C:4]([CH:15]2[CH2:18][CH2:17][CH2:16]2)=[CH:5][C:6]([CH2:13][CH3:14])=[C:7]([CH:12]=1)[C:8]([O:10][CH3:11])=[O:9])#[N:2].O1CCCC1.P(OCC)(OCC)([S-])=[S:25]. (3) Given the product [CH:14]1[C:13]2[N:12]([C:11]3[CH:19]=[CH:20][C:8]([N:7]([C:1]4[CH:6]=[CH:5][CH:4]=[CH:3][CH:2]=4)[C:27]4[CH:28]=[CH:29][C:30]([CH:33]=[CH:96][C:91]5[CH:90]=[CH:89][C:95]([N:12]([C:11]6[CH:19]=[CH:20][C:8]([N:7]7[C:61]8[CH:62]=[CH:63][CH:64]=[CH:65][C:72]=8[C:69]8[C:1]7=[CH:2][CH:3]=[CH:4][CH:5]=8)=[CH:9][CH:10]=6)[C:21]6[CH:26]=[CH:25][CH:24]=[CH:23][CH:22]=6)=[CH:93][CH:92]=5)=[CH:31][CH:32]=4)=[CH:9][CH:10]=3)[C:21]3[C:22](=[CH:15][CH:14]=[CH:13][CH:26]=3)[C:23]=2[CH:24]=[CH:25][CH:15]=1, predict the reactants needed to synthesize it. The reactants are: [C:1]1([N:7]([C:27]2[CH:32]=[CH:31][C:30]([C:33]3C4C(C(C5C=CC=CC=5)=C5C=3C=CC=C5)=CC=CC=4)=[CH:29][CH:28]=2)[C:8]2[CH:9]=[CH:10][C:11]3[N:12]([C:21]4[CH:26]=[CH:25][CH:24]=[CH:23][CH:22]=4)[C:13]4C([C:19]=3[CH:20]=2)=CC=[CH:15][CH:14]=4)[CH:6]=[CH:5][CH:4]=[CH:3][CH:2]=1.[CH:63]1[C:64]2=[C:65]3C([C:61]4[C:72]5[C:65](=CC=C[C:69]2=5)[CH:64]=[CH:63][CH:62]=4)=CC=[CH:69][C:72]3=[CH:61][CH:62]=1.C(C1C=[C:93]2[C:95]3[C:89](=[CH:90][C:91]([C:96](C)(C)C)=[CH:92]2)C2[C:95]4[C:93](C=C(C(C)(C)C)C=2)=[CH:92][C:91]([C:96](C)(C)C)=[CH:90][C:89]=4C=3C=1)(C)(C)C. (4) Given the product [Cl:1][C:2]1[C:7]([S:8]([CH3:11])(=[O:9])=[O:10])=[CH:6][C:5]([C:12]2[N:13]([C:33]([N:54]3[CH2:55][CH2:56][C:49]4([CH2:48][CH2:47][N:46]([CH2:45][CH2:44][S:41]([CH2:39][CH3:40])(=[O:42])=[O:43])[CH2:51][CH2:50]4)[CH2:52][CH2:53]3)=[O:34])[C@@:14]([C:26]3[CH:27]=[CH:28][C:29]([Cl:32])=[CH:30][CH:31]=3)([CH3:25])[C@@:15]([C:18]3[CH:19]=[CH:20][C:21]([Cl:24])=[CH:22][CH:23]=3)([CH3:17])[N:16]=2)=[C:4]([O:36][CH2:37][CH3:38])[CH:3]=1, predict the reactants needed to synthesize it. The reactants are: [Cl:1][C:2]1[C:7]([S:8]([CH3:11])(=[O:10])=[O:9])=[CH:6][C:5]([C:12]2[N:13]([C:33](Cl)=[O:34])[C@@:14]([C:26]3[CH:31]=[CH:30][C:29]([Cl:32])=[CH:28][CH:27]=3)([CH3:25])[C@@:15]([C:18]3[CH:23]=[CH:22][C:21]([Cl:24])=[CH:20][CH:19]=3)([CH3:17])[N:16]=2)=[C:4]([O:36][CH2:37][CH3:38])[CH:3]=1.[CH2:39]([S:41]([CH2:44][CH2:45][N:46]1[CH2:51][CH2:50][C:49]2([CH2:56][CH2:55][NH:54][CH2:53][CH2:52]2)[CH2:48][CH2:47]1)(=[O:43])=[O:42])[CH3:40]. (5) Given the product [CH:16]1[C:17]2[N:5]([CH2:4][C@@H:2]([OH:1])[CH2:3][NH:18][CH2:19][C@H:20]([NH:22][C:23](=[O:29])[O:24][C:25]([CH3:28])([CH3:27])[CH3:26])[CH3:21])[C:6]3[C:11](=[CH:10][CH:9]=[CH:8][CH:7]=3)[C:12]=2[CH:13]=[CH:14][CH:15]=1, predict the reactants needed to synthesize it. The reactants are: [O:1]1[CH2:3][C@H:2]1[CH2:4][N:5]1[C:17]2[CH:16]=[CH:15][CH:14]=[CH:13][C:12]=2[C:11]2[C:6]1=[CH:7][CH:8]=[CH:9][CH:10]=2.[NH2:18][CH2:19][C@H:20]([NH:22][C:23](=[O:29])[O:24][C:25]([CH3:28])([CH3:27])[CH3:26])[CH3:21]. (6) Given the product [ClH:22].[Cl:22][C:16]1[CH:17]=[CH:18][C:19]([F:21])=[CH:20][C:15]=1[O:14][CH:11]1[CH2:10][CH2:9][NH:8][CH2:13][CH2:12]1, predict the reactants needed to synthesize it. The reactants are: C(OC([N:8]1[CH2:13][CH2:12][CH:11]([O:14][C:15]2[CH:20]=[C:19]([F:21])[CH:18]=[CH:17][C:16]=2[Cl:22])[CH2:10][CH2:9]1)=O)(C)(C)C.Cl. (7) Given the product [F:37][C:38]1[CH:48]=[CH:47][C:46]([F:49])=[C:40]2[C:39]=1[C:44](=[O:43])[N:24]([CH2:25][CH:26]([C:31]1([CH3:36])[O:32][CH2:33][CH2:34][O:35]1)[C:27]([O:29][CH3:30])=[O:28])[C:41]2=[O:42], predict the reactants needed to synthesize it. The reactants are: O=C1C2CCCCC=2C(=O)N1CC(C1(C)OCCO1)C(OC)=O.[NH2:24][CH2:25][CH:26]([C:31]1([CH3:36])[O:35][CH2:34][CH2:33][O:32]1)[C:27]([O:29][CH3:30])=[O:28].[F:37][C:38]1[CH:48]=[CH:47][C:46]([F:49])=[C:40]2[C:41]([O:43][C:44](=O)[C:39]=12)=[O:42]. (8) Given the product [F:1][C:2]1[CH:7]=[CH:6][C:5]([F:8])=[CH:4][C:3]=1[CH:9]1[CH2:13][CH2:12][CH2:11][N:10]1[C:14]1[CH:19]=[CH:18][N:17]2[N:20]=[CH:21][C:22]([C:35]3[CH:34]=[N:33][O:32][CH:36]=3)=[C:16]2[N:15]=1, predict the reactants needed to synthesize it. The reactants are: [F:1][C:2]1[CH:7]=[CH:6][C:5]([F:8])=[CH:4][C:3]=1[CH:9]1[CH2:13][CH2:12][CH2:11][N:10]1[C:14]1[CH:19]=[CH:18][N:17]2[N:20]=[CH:21][C:22](I)=[C:16]2[N:15]=1.[O-]P([O-])([O-])=O.[K+].[K+].[K+].[O:32]1[CH:36]=[C:35](B(O)O)[CH:34]=[N:33]1.